This data is from Peptide-MHC class II binding affinity with 134,281 pairs from IEDB. The task is: Regression. Given a peptide amino acid sequence and an MHC pseudo amino acid sequence, predict their binding affinity value. This is MHC class II binding data. (1) The peptide sequence is TPQGLVKRFSTGLFS. The MHC is DRB1_1501 with pseudo-sequence DRB1_1501. The binding affinity (normalized) is 0.771. (2) The peptide sequence is TFWMGSHEVNGTWMI. The MHC is HLA-DQA10103-DQB10603 with pseudo-sequence CNFHQGGGARVAHIMYFGLTHYDVGTETVHVAGI. The binding affinity (normalized) is 0.299. (3) The peptide sequence is EKKYFAKTQFEPLAA. The MHC is HLA-DPA10103-DPB10601 with pseudo-sequence HLA-DPA10103-DPB10601. The binding affinity (normalized) is 0.906. (4) The peptide sequence is YAATAGTTVYGAFAA. The binding affinity (normalized) is 0.813. The MHC is HLA-DQA10102-DQB10602 with pseudo-sequence HLA-DQA10102-DQB10602. (5) The peptide sequence is LFKVAATAANAAPAN. The MHC is DRB1_0401 with pseudo-sequence DRB1_0401. The binding affinity (normalized) is 0.637. (6) The binding affinity (normalized) is 0. The peptide sequence is VKLRRSSAAQVDGFY. The MHC is HLA-DPA10201-DPB10101 with pseudo-sequence HLA-DPA10201-DPB10101. (7) The MHC is DRB1_1602 with pseudo-sequence DRB1_1602. The peptide sequence is ADKFLANVSTVLTGK. The binding affinity (normalized) is 0.813. (8) The peptide sequence is LYKRVLHMLLLLIQT. The MHC is H-2-IAb with pseudo-sequence H-2-IAb. The binding affinity (normalized) is 0.0227. (9) The peptide sequence is DYSYFQDSDPDSFQD. The MHC is DRB1_0401 with pseudo-sequence DRB1_0401. The binding affinity (normalized) is 0.425.